Task: Predict the product of the given reaction.. Dataset: Forward reaction prediction with 1.9M reactions from USPTO patents (1976-2016) Given the reactants [CH3:1][N:2]1[C@@H:6]([CH2:7][C:8]2[C:12]3[CH:13]=[C:14]([CH2:17][CH2:18][S:19]([C:22]4[CH:23]=[CH:24][CH:25]=[CH:26][CH:27]=4)(=[O:21])=[O:20])[CH:15]=[CH:16][C:11]=3[NH:10][CH:9]=2)[CH2:5][CH2:4][CH2:3]1.[BrH:28], predict the reaction product. The product is: [CH3:1][N:2]1[C@@H:6]([CH2:7][C:8]2[C:12]3[CH:13]=[C:14]([CH2:17][CH2:18][S:19]([C:22]4[CH:27]=[CH:26][CH:25]=[CH:24][CH:23]=4)(=[O:20])=[O:21])[CH:15]=[CH:16][C:11]=3[NH:10][CH:9]=2)[CH2:5][CH2:4][CH2:3]1.[BrH:28].